From a dataset of Forward reaction prediction with 1.9M reactions from USPTO patents (1976-2016). Predict the product of the given reaction. (1) The product is: [CH:21]1([C:18]2[CH:19]=[CH:20][C:11]([NH:10][C:6]3[CH:5]=[C:4]4[C:9](=[CH:8][CH:7]=3)[N:1]([CH2:24][CH:25]3[CH2:28][CH2:26]3)[CH:2]=[CH:3]4)=[C:12]([CH:17]=2)[C:13]([O:15][CH3:16])=[O:14])[CH2:23][CH2:22]1. Given the reactants [NH:1]1[C:9]2[C:4](=[CH:5][C:6]([NH:10][C:11]3[CH:20]=[CH:19][C:18]([CH:21]4[CH2:23][CH2:22]4)=[CH:17][C:12]=3[C:13]([O:15][CH3:16])=[O:14])=[CH:7][CH:8]=2)[CH:3]=[CH:2]1.[CH3:24][C:25]([CH3:28])([O-])[CH3:26].[K+].BrCC1CC1.O, predict the reaction product. (2) The product is: [F:1][C:2]([F:22])([O:6][C:7]1[CH:8]=[C:9]([CH2:13][N:14]([CH2:49][C@@H:48]([OH:43])[C:24]([F:30])([F:29])[F:23])[C:15]2[CH:16]=[C:17]([OH:21])[CH:18]=[CH:19][CH:20]=2)[CH:10]=[CH:11][CH:12]=1)[CH:3]([F:4])[F:5]. Given the reactants [F:1][C:2]([F:22])([O:6][C:7]1[CH:8]=[C:9]([CH2:13][NH:14][C:15]2[CH:16]=[C:17]([OH:21])[CH:18]=[CH:19][CH:20]=2)[CH:10]=[CH:11][CH:12]=1)[CH:3]([F:5])[F:4].[F:23][C:24]([F:30])([F:29])S([O-])(=[O:43])=[O:43].[Yb+3].[F:23][C:24]([F:30])([F:29])S([O-])(=O)=O.[F:23][C:24]([F:30])([F:29])S([O-])(=O)=[O:43].[C:48](#N)[CH3:49], predict the reaction product. (3) Given the reactants [Cl:1][C:2]1[CH:7]=[C:6]([B:8]2[O:12][C:11]([CH3:14])([CH3:13])[C:10]([CH3:16])([CH3:15])[O:9]2)[CH:5]=[CH:4][C:3]=1[OH:17].[CH2:18]([O:20][C:21](=[O:26])[CH2:22][CH2:23][CH2:24]Br)[CH3:19].C([O-])([O-])=O.[Cs+].[Cs+], predict the reaction product. The product is: [CH2:18]([O:20][C:21](=[O:26])[CH2:22][CH2:23][CH2:24][O:17][C:3]1[CH:4]=[CH:5][C:6]([B:8]2[O:12][C:11]([CH3:13])([CH3:14])[C:10]([CH3:16])([CH3:15])[O:9]2)=[CH:7][C:2]=1[Cl:1])[CH3:19].